Dataset: Full USPTO retrosynthesis dataset with 1.9M reactions from patents (1976-2016). Task: Predict the reactants needed to synthesize the given product. (1) The reactants are: C1(C)C=CC(S(OC[CH:12]=[CH:13][C:14]([F:17])([F:16])[F:15])(=O)=O)=CC=1.[F:19][C:20]([F:31])([F:30])[CH2:21][CH2:22][S:23]([CH:26]([CH3:29])[C:27]#[N:28])(=[O:25])=[O:24].[H-].[Na+].Cl.O1CCC[CH2:36]1. Given the product [F:15][C:14]([F:17])([F:16])[CH:13]=[CH:12][CH2:29][C:26]([CH3:36])([S:23]([CH2:22][CH2:21][C:20]([F:19])([F:30])[F:31])(=[O:24])=[O:25])[C:27]#[N:28], predict the reactants needed to synthesize it. (2) Given the product [Br:1][C:2]1[CH:3]=[C:4]2[C:8](=[CH:9][CH:10]=1)[NH:7][C:6]([CH2:11][CH2:12][O:13][Si:23]([C:20]([CH3:22])([CH3:21])[CH3:19])([CH3:25])[CH3:24])=[CH:5]2, predict the reactants needed to synthesize it. The reactants are: [Br:1][C:2]1[CH:3]=[C:4]2[C:8](=[CH:9][CH:10]=1)[NH:7][C:6]([CH2:11][CH2:12][OH:13])=[CH:5]2.N1C=CN=C1.[CH3:19][C:20]([Si:23](Cl)([CH3:25])[CH3:24])([CH3:22])[CH3:21]. (3) The reactants are: Br[C:2]1[C:7]2[NH:8][C:9](=[O:30])[N:10]([C:12]3[CH:21]=[C:20]4[C:15]([CH2:16][CH2:17][CH:18]([C:22]5[C:27]([F:28])=[CH:26][CH:25]=[CH:24][N:23]=5)[O:19]4)=[CH:14][C:13]=3[CH3:29])[CH2:11][C:6]=2[C:5]([C:31]([F:34])([F:33])[F:32])=[N:4][CH:3]=1.C(P(C(C)(C)C)C1C=CC2C(=CC=CC=2)C=1C1C2C(=CC=CC=2)C=CC=1)(C)(C)C.[C:64](=[O:67])([O-])[O-].[Cs+].[Cs+].C1(C)C=CC=CC=1.[C:77](OCC)(=[O:79])[CH3:78]. Given the product [F:28][C:27]1[C:22]([CH:18]2[CH2:17][CH2:16][C:15]3[C:20](=[CH:21][C:12]([N:10]4[CH2:11][C:6]5[C:5]([C:31]([F:33])([F:34])[F:32])=[N:4][CH:3]=[C:2]([O:79][CH2:77][CH2:78][O:67][CH3:64])[C:7]=5[NH:8][C:9]4=[O:30])=[C:13]([CH3:29])[CH:14]=3)[O:19]2)=[N:23][CH:24]=[CH:25][CH:26]=1, predict the reactants needed to synthesize it. (4) Given the product [F:34][C:35]1[CH:36]=[C:37]([C@H:42]([OH:48])[CH2:43][CH2:44][N+:45]([O-:47])=[O:46])[CH:38]=[CH:39][C:40]=1[F:41], predict the reactants needed to synthesize it. The reactants are: B1(C)OC(C2C=CC=CC=2)(C2C=CC=CC=2)[C@@H]2N1CCC2.C(N(CC)C1C=CC=CC=1)C.B.[F:34][C:35]1[CH:36]=[C:37]([C:42](=[O:48])[CH2:43][CH2:44][N+:45]([O-:47])=[O:46])[CH:38]=[CH:39][C:40]=1[F:41].Cl. (5) Given the product [Cl:1][C:2]1[CH:3]=[C:4]([NH:5][C:21]([C:17]2[N:18]([CH3:20])[CH:19]=[C:15]([S:12]([Cl:11])(=[O:14])=[O:13])[CH:16]=2)=[O:22])[CH:6]=[C:7]([F:10])[C:8]=1[F:9], predict the reactants needed to synthesize it. The reactants are: [Cl:1][C:2]1[CH:3]=[C:4]([CH:6]=[C:7]([F:10])[C:8]=1[F:9])[NH2:5].[Cl:11][S:12]([C:15]1[CH:16]=[C:17]([C:21](Cl)=[O:22])[N:18]([CH3:20])[CH:19]=1)(=[O:14])=[O:13]. (6) The reactants are: [NH2:1][C:2]1[C:3]2[N:4]([C:8]([C@@H:30]3[CH2:35][CH2:34][CH2:33][CH2:32][NH:31]3)=[N:9][C:10]=2[C:11]2[CH:28]=[CH:27][C:14]([C:15]([NH:17][C:18]3[CH:23]=[C:22]([CH2:24][CH2:25][CH3:26])[CH:21]=[CH:20][N:19]=3)=[O:16])=[C:13]([F:29])[CH:12]=2)[CH:5]=[CH:6][N:7]=1.[C:36](O)(=[O:39])[CH:37]=[CH2:38]. Given the product [C:36]([N:31]1[CH2:32][CH2:33][CH2:34][CH2:35][C@H:30]1[C:8]1[N:4]2[CH:5]=[CH:6][N:7]=[C:2]([NH2:1])[C:3]2=[C:10]([C:11]2[CH:28]=[CH:27][C:14]([C:15]([NH:17][C:18]3[CH:23]=[C:22]([CH2:24][CH2:25][CH3:26])[CH:21]=[CH:20][N:19]=3)=[O:16])=[C:13]([F:29])[CH:12]=2)[N:9]=1)(=[O:39])[CH:37]=[CH2:38], predict the reactants needed to synthesize it. (7) Given the product [F:17][C:15]1[CH:14]=[N:13][C:12]([O:18][C:19]2[CH:24]=[CH:23][CH:22]=[C:21]([S:25][CH3:26])[CH:20]=2)=[C:11]([CH:16]=1)[C:10]([NH:9][C@H:6]1[CH2:7][CH2:8][C@@H:3]([NH:2][C:39](=[O:40])[CH2:38][CH2:37][CH:36]([CH3:42])[CH3:35])[CH2:4][CH2:5]1)=[O:27], predict the reactants needed to synthesize it. The reactants are: Cl.[NH2:2][C@@H:3]1[CH2:8][CH2:7][C@H:6]([NH:9][C:10](=[O:27])[C:11]2[CH:16]=[C:15]([F:17])[CH:14]=[N:13][C:12]=2[O:18][C:19]2[CH:24]=[CH:23][CH:22]=[C:21]([S:25][CH3:26])[CH:20]=2)[CH2:5][CH2:4]1.C(N(CC)CC)C.[CH3:35][CH:36]([CH3:42])[CH2:37][CH2:38][C:39](O)=[O:40].Cl.CN(C)CCCN=C=NCC.ON1C2C=CC=CC=2N=N1. (8) Given the product [C:30]([O:34][C:35]([N:37]1[CH2:42][C@@H:41]([CH3:43])[N:40]([C:44]2[CH:49]=[CH:48][C:47]([C:50](=[O:51])[NH:8][C:5]3[CH:6]=[CH:7][C:2]([Br:1])=[C:3]([O:9][C:10]([F:12])([F:11])[F:13])[CH:4]=3)=[CH:46][N:45]=2)[CH2:39][C@@H:38]1[CH3:53])=[O:36])([CH3:31])([CH3:32])[CH3:33], predict the reactants needed to synthesize it. The reactants are: [Br:1][C:2]1[CH:7]=[CH:6][C:5]([NH2:8])=[CH:4][C:3]=1[O:9][C:10]([F:13])([F:12])[F:11].C(N(CC)C(C)C)(C)C.OC(C(F)(F)F)=O.[C:30]([O:34][C:35]([N:37]1[CH2:42][C@@H:41]([CH3:43])[N:40]([C:44]2[CH:49]=[CH:48][C:47]([C:50](O)=[O:51])=[CH:46][N:45]=2)[CH2:39][C@@H:38]1[CH3:53])=[O:36])([CH3:33])([CH3:32])[CH3:31].CN(C(ON1N=NC2C=CC(=CC1=2)Cl)=[N+](C)C)C.F[P-](F)(F)(F)(F)F. (9) Given the product [F:7][C:8]([F:16])([CH3:15])[CH2:9][NH:11][CH2:12][CH2:13][OH:14], predict the reactants needed to synthesize it. The reactants are: [H-].[Al+3].[Li+].[H-].[H-].[H-].[F:7][C:8]([F:16])([CH3:15])[C:9]([NH:11][CH2:12][CH2:13][OH:14])=O. (10) Given the product [C:1]([N:4]1[C:12]2[C:7](=[CH:8][CH:9]=[CH:10][CH:11]=2)[CH2:6][CH:5]1[C:13](=[NH:22])[NH:14][OH:15])(=[O:3])[CH3:2], predict the reactants needed to synthesize it. The reactants are: [C:1]([N:4]1[C:12]2[C:7](=[CH:8][CH:9]=[CH:10][CH:11]=2)[CH2:6][CH:5]1[C:13]#[N:14])(=[O:3])[CH3:2].[OH2:15].C([O-])([O-])=O.[Na+].[Na+].[NH2:22]O.Cl.